Dataset: Catalyst prediction with 721,799 reactions and 888 catalyst types from USPTO. Task: Predict which catalyst facilitates the given reaction. (1) Reactant: [F:1][C:2]1[CH:10]=[CH:9][C:5]([C:6]([NH2:8])=O)=[C:4]([C:11]([F:14])([F:13])[F:12])[CH:3]=1.COC1C=CC(P2(SP(C3C=CC(OC)=CC=3)(=S)S2)=[S:24])=CC=1. Product: [F:1][C:2]1[CH:10]=[CH:9][C:5]([C:6](=[S:24])[NH2:8])=[C:4]([C:11]([F:14])([F:13])[F:12])[CH:3]=1. The catalyst class is: 93. (2) Reactant: [CH:1]([S:4]([C:7]1[CH:8]=[C:9]2[C:13](=[C:14]([O:16][CH2:17][CH2:18][C:19]3[CH:24]=[CH:23][CH:22]=[CH:21][N:20]=3)[CH:15]=1)[NH:12][N:11]=[C:10]2[NH:25][C:26]1[S:27][C:28]([CH:31]=O)=[CH:29][N:30]=1)(=[O:6])=[O:5])([CH3:3])[CH3:2].[NH:33]1[CH2:38][CH2:37][O:36][CH2:35][CH2:34]1.[Na].C(=O)([O-])O.[Na+]. Product: [CH:1]([S:4]([C:7]1[CH:8]=[C:9]2[C:13](=[C:14]([O:16][CH2:17][CH2:18][C:19]3[CH:24]=[CH:23][CH:22]=[CH:21][N:20]=3)[CH:15]=1)[NH:12][N:11]=[C:10]2[NH:25][C:26]1[S:27][C:28]([CH2:31][N:33]2[CH2:38][CH2:37][O:36][CH2:35][CH2:34]2)=[CH:29][N:30]=1)(=[O:6])=[O:5])([CH3:3])[CH3:2]. The catalyst class is: 7.